From a dataset of Reaction yield outcomes from USPTO patents with 853,638 reactions. Predict the reaction yield, written as a fraction of the theoretical maximum amount of product (1.0 means a 100% yield; for example, 0.34 means a 34% yield). (1) The reactants are [Cl:1][C:2]1[CH:7]=[CH:6][C:5]([C:8]2[CH:9]=[C:10]3[C:15](=[CH:16][C:17]=2[O:18][CH3:19])[N:14]([CH2:20][C:21]([O:23]C(C)(C)C)=[O:22])[C:13](=[O:28])[CH2:12][CH2:11]3)=[CH:4][CH:3]=1.Cl.O1CCOCC1.C(#N)C.O. The catalyst is CN(C)C=O. The product is [Cl:1][C:2]1[CH:3]=[CH:4][C:5]([C:8]2[CH:9]=[C:10]3[C:15](=[CH:16][C:17]=2[O:18][CH3:19])[N:14]([CH2:20][C:21]([OH:23])=[O:22])[C:13](=[O:28])[CH2:12][CH2:11]3)=[CH:6][CH:7]=1. The yield is 0.720. (2) The reactants are [Cl:1][C:2]1[CH:7]=[CH:6][CH:5]=[CH:4][C:3]=1[S:8]([N:11]1[CH2:16][CH2:15][CH2:14][C@@H:13]([C:17]([OH:19])=O)[CH2:12]1)(=[O:10])=[O:9].[CH2:20]([NH2:25])[CH2:21][CH:22]([CH3:24])[CH3:23]. No catalyst specified. The product is [CH3:23][CH:22]([CH3:24])[CH2:21][CH2:20][NH:25][C:17]([C@@H:13]1[CH2:14][CH2:15][CH2:16][N:11]([S:8]([C:3]2[CH:4]=[CH:5][CH:6]=[CH:7][C:2]=2[Cl:1])(=[O:9])=[O:10])[CH2:12]1)=[O:19]. The yield is 0.740. (3) The reactants are FC(F)(F)C([N:5]([C@@H:13]1[CH2:15][C@H:14]1[C:16]1[CH:21]=[CH:20][CH:19]=[CH:18][CH:17]=1)[CH2:6][CH:7]1[CH2:12][CH2:11][NH:10][CH2:9][CH2:8]1)=O.[CH:24]([C:26]1[CH:31]=[CH:30][C:29]([NH:32][C:33](=[O:35])[CH3:34])=[CH:28][CH:27]=1)=O.[B-]C#N.[Na+].C(C#N)(C)=O.Cl.O1CCOCC1. The catalyst is CO.C(#N)C.C(O)=O.O. The product is [C:16]1([C@@H:14]2[CH2:15][C@H:13]2[NH:5][CH2:6][CH:7]2[CH2:8][CH2:9][N:10]([CH2:24][C:26]3[CH:27]=[CH:28][C:29]([NH:32][C:33](=[O:35])[CH3:34])=[CH:30][CH:31]=3)[CH2:11][CH2:12]2)[CH:17]=[CH:18][CH:19]=[CH:20][CH:21]=1. The yield is 0.193.